From a dataset of Catalyst prediction with 721,799 reactions and 888 catalyst types from USPTO. Predict which catalyst facilitates the given reaction. (1) Reactant: [Cl:1][C:2]1[C:7](I)=[CH:6][CH:5]=[CH:4][N:3]=1.[C:9]([O:13][C:14]([N:16]1[CH2:21][CH2:20][NH:19][CH2:18][CH2:17]1)=[O:15])([CH3:12])([CH3:11])[CH3:10].C1(P(C2C=CC=CC=2)C2C3OC4C(=CC=CC=4P(C4C=CC=CC=4)C4C=CC=CC=4)C(C)(C)C=3C=CC=2)C=CC=CC=1.CC(C)([O-])C.[Na+]. Product: [C:9]([O:13][C:14]([N:16]1[CH2:21][CH2:20][N:19]([C:7]2[C:2]([Cl:1])=[N:3][CH:4]=[CH:5][CH:6]=2)[CH2:18][CH2:17]1)=[O:15])([CH3:12])([CH3:10])[CH3:11]. The catalyst class is: 101. (2) Reactant: [F:1][C:2]1[CH:26]=[CH:25][CH:24]=[C:23]([F:27])[C:3]=1[C:4]([NH:6][C:7](=[O:22])[N:8]([C:10]1[CH:15]=[CH:14][C:13]([S:16][C:17]([F:20])([F:19])[F:18])=[CH:12][C:11]=1[F:21])[CH3:9])=[O:5].[H-].[Na+].[CH3:30]I.[Cl-].[NH4+]. Product: [F:1][C:2]1[CH:26]=[CH:25][CH:24]=[C:23]([F:27])[C:3]=1[C:4]([N:6]([CH3:30])[C:7]([N:8]([C:10]1[CH:15]=[CH:14][C:13]([S:16][C:17]([F:20])([F:19])[F:18])=[CH:12][C:11]=1[F:21])[CH3:9])=[O:22])=[O:5]. The catalyst class is: 264. (3) Reactant: C([Li])CCC.[F:6][C:7]1[CH:12]=[CH:11][CH:10]=[C:9](I)[C:8]=1[CH3:14].[F:15][CH:16]([F:23])[C:17]1[CH:22]2[CH:20]([CH2:21]2)[O:19][N:18]=1.B(F)(F)F.CCOCC. Product: [F:15][CH:16]([F:23])[C:17]1([C:9]2[CH:10]=[CH:11][CH:12]=[C:7]([F:6])[C:8]=2[CH3:14])[CH:22]2[CH:20]([CH2:21]2)[O:19][NH:18]1. The catalyst class is: 715. (4) Reactant: [Br:1][C:2]1[CH:7]=[CH:6][CH:5]=[C:4](Br)[CH:3]=1.[Li]CCCC.[CH3:14][Si:15](Cl)([CH3:17])[CH3:16].O. Product: [Br:1][C:2]1[CH:7]=[CH:6][CH:5]=[C:4]([Si:15]([CH3:17])([CH3:16])[CH3:14])[CH:3]=1. The catalyst class is: 28. (5) Reactant: CS(Cl)(=O)=[O:3].[C:6]([NH:13][CH:14]([CH2:17][OH:18])[CH2:15][OH:16])([O:8][C:9]([CH3:12])([CH3:11])[CH3:10])=[O:7].C(N(CC)CC)C. Product: [C:17]([O-:18])(=[O:3])[CH3:14].[C:6]([NH:13][CH:14]([CH2:15][OH:16])[CH2:17][OH:18])([O:8][C:9]([CH3:11])([CH3:12])[CH3:10])=[O:7]. The catalyst class is: 4. (6) Reactant: B(F)(F)F.CCOCC.C([O:17][C:18]1[CH:23]=[CH:22][C:21]([C:24]2[N:28]([C:29]3[CH:34]=[CH:33][C:32]([Cl:35])=[CH:31][C:30]=3[Cl:36])[N:27]=[C:26]([C:37]([NH:39][C:40]3([C:45]([O:47][CH3:48])=[O:46])[CH2:44][CH2:43][CH2:42][CH2:41]3)=[O:38])[C:25]=2[CH3:49])=[CH:20][CH:19]=1)C1C=CC=CC=1.CSC.O. Product: [Cl:36][C:30]1[CH:31]=[C:32]([Cl:35])[CH:33]=[CH:34][C:29]=1[N:28]1[C:24]([C:21]2[CH:20]=[CH:19][C:18]([OH:17])=[CH:23][CH:22]=2)=[C:25]([CH3:49])[C:26]([C:37]([NH:39][C:40]2([C:45]([O:47][CH3:48])=[O:46])[CH2:44][CH2:43][CH2:42][CH2:41]2)=[O:38])=[N:27]1. The catalyst class is: 2. (7) Product: [CH:13]1([CH2:19][N:20]2[CH2:10][C:5]3[C:4](=[CH:9][CH:8]=[CH:7][CH:6]=3)[C:3]2=[O:12])[CH2:18][CH2:17][CH2:16][CH2:15][CH2:14]1. Reactant: CO[C:3](=[O:12])[C:4]1[CH:9]=[CH:8][CH:7]=[CH:6][C:5]=1[CH2:10]Br.[CH:13]1([CH2:19][NH2:20])[CH2:18][CH2:17][CH2:16][CH2:15][CH2:14]1.C([O-])([O-])=O.[K+].[K+].C(OCC)(=O)C. The catalyst class is: 345. (8) The catalyst class is: 21. Product: [ClH:1].[ClH:1].[CH2:3]([N:12]1[CH2:13][CH2:14][N:15]([CH2:19][C:20]([C:22]2[CH:27]=[CH:26][C:25]([N+:28]([O-:30])=[O:29])=[CH:24][CH:23]=2)=[O:21])[CH2:16][CH2:17]1)[C:4]1[CH:6]=[CH:11][CH:10]=[CH:9][CH:8]=1. Reactant: [ClH:1].Cl.[CH2:3]([N:12]1[CH2:17][CH2:16][NH:15][CH2:14][CH2:13]1)[C:4]([C:6]1[CH:11]=[CH:10][CH:9]=[CH:8]C=1)=O.Br[CH2:19][C:20]([C:22]1[CH:27]=[CH:26][C:25]([N+:28]([O-:30])=[O:29])=[CH:24][CH:23]=1)=[O:21].C([O-])([O-])=O.[K+].[K+]. (9) Reactant: [CH:1]1([C:4]2[CH:9]=[CH:8][N:7]=[CH:6][C:5]=2[N:10]2[CH2:14][CH2:13][NH:12][C:11]2=[O:15])[CH2:3][CH2:2]1.Br[C:17]1[CH:18]=[C:19]([F:26])[C:20]2[CH:24]=[CH:23][S:22][C:21]=2[CH:25]=1.CN[C@@H]1CCCC[C@H]1NC.P([O-])([O-])([O-])=O.[K+].[K+].[K+]. Product: [CH:1]1([C:4]2[CH:9]=[CH:8][N:7]=[CH:6][C:5]=2[N:10]2[CH2:14][CH2:13][N:12]([C:17]3[CH:18]=[C:19]([F:26])[C:20]4[CH:24]=[CH:23][S:22][C:21]=4[CH:25]=3)[C:11]2=[O:15])[CH2:3][CH2:2]1. The catalyst class is: 246.